The task is: Predict the reaction yield, written as a fraction of the theoretical maximum amount of product (1.0 means a 100% yield; for example, 0.34 means a 34% yield).. This data is from Reaction yield outcomes from USPTO patents with 853,638 reactions. (1) The reactants are [Br:1][C:2]1[CH:7]=[CH:6][C:5]([CH2:8][C:9]([O:11][CH3:12])=[O:10])=[CH:4][CH:3]=1.I[CH2:14][CH2:15][CH2:16][CH2:17]I.[H-].[Na+].C(OCC)(=O)C. The catalyst is O1CCCC1. The product is [Br:1][C:2]1[CH:3]=[CH:4][C:5]([C:8]2([C:9]([O:11][CH3:12])=[O:10])[CH2:17][CH2:16][CH2:15][CH2:14]2)=[CH:6][CH:7]=1. The yield is 0.470. (2) The reactants are [CH3:1][O:2][CH:3]1[CH2:10][CH:9]2[CH:5]([CH2:6][CH:7]([NH:11][CH2:12][C:13]([N:15]3[CH2:19][CH2:18][CH2:17][CH:16]3[C:20]#[N:21])=[O:14])[CH2:8]2)[CH2:4]1.[ClH:22]. The catalyst is CCOCC. The product is [ClH:22].[CH3:1][O:2][CH:3]1[CH2:10][CH:9]2[CH:5]([CH2:6][CH:7]([NH:11][CH2:12][C:13]([N:15]3[CH2:19][CH2:18][CH2:17][CH:16]3[C:20]#[N:21])=[O:14])[CH2:8]2)[CH2:4]1. The yield is 0.763. (3) The reactants are [CH:1]([N:4]1[C:8]([C:9]2[N:18]=[C:17]3[N:11]([CH2:12][CH2:13][O:14][C:15]4[CH:22]=[C:21]([C:23]5[N:24]=[C:25]([CH2:34][C:35]([CH3:38])([OH:37])[CH3:36])[N:26](C6CCCCO6)[CH:27]=5)[CH:20]=[CH:19][C:16]=43)[CH:10]=2)=[N:7][CH:6]=[N:5]1)([CH3:3])[CH3:2].Cl.CO. The catalyst is CCO. The product is [CH:1]([N:4]1[C:8]([C:9]2[N:18]=[C:17]3[C:16]4[CH:19]=[CH:20][C:21]([C:23]5[NH:24][C:25]([CH2:34][C:35]([CH3:38])([OH:37])[CH3:36])=[N:26][CH:27]=5)=[CH:22][C:15]=4[O:14][CH2:13][CH2:12][N:11]3[CH:10]=2)=[N:7][CH:6]=[N:5]1)([CH3:3])[CH3:2]. The yield is 0.120. (4) The reactants are [CH3:1][N:2]([C@@H:10]([CH3:49])[C:11]([NH:13][C@@H:14]1[C:20](=[O:21])[N:19]([CH2:22][C:23]2[C:32]3[C:27](=[CH:28][CH:29]=[CH:30][CH:31]=3)[CH:26]=[CH:25][C:24]=2[CH3:33])[C:18]2[CH:34]=[CH:35][CH:36]=[CH:37][C:17]=2[N:16]([C:38](=[O:48])[C:39]2[CH:44]=[CH:43][C:42]([N+:45]([O-])=O)=[CH:41][CH:40]=2)[CH2:15]1)=[O:12])[C:3](=[O:9])[O:4][C:5]([CH3:8])([CH3:7])[CH3:6].O.O.[Sn](Cl)Cl. The catalyst is CCO.C([O-])(O)=O.[Na+].O. The product is [NH2:45][C:42]1[CH:43]=[CH:44][C:39]([C:38]([N:16]2[CH2:15][C@H:14]([NH:13][C:11](=[O:12])[C@@H:10]([N:2]([CH3:1])[C:3](=[O:9])[O:4][C:5]([CH3:6])([CH3:8])[CH3:7])[CH3:49])[C:20](=[O:21])[N:19]([CH2:22][C:23]3[C:32]4[C:27](=[CH:28][CH:29]=[CH:30][CH:31]=4)[CH:26]=[CH:25][C:24]=3[CH3:33])[C:18]3[CH:34]=[CH:35][CH:36]=[CH:37][C:17]2=3)=[O:48])=[CH:40][CH:41]=1. The yield is 0.940. (5) The reactants are [CH2:1]([N:8]1[CH:16]=[C:15]2[C:10]([CH:11]=[C:12]([C:17]3[CH:18]=[C:19]([CH:27]4[O:32][CH2:31][CH:30]5[CH2:33][NH:34][CH2:35][CH2:36][N:29]5[CH2:28]4)[N:20]4[C:25]=3[C:24]([NH2:26])=[N:23][CH:22]=[N:21]4)[CH:13]=[CH:14]2)=[N:9]1)[C:2]1[CH:7]=[CH:6][CH:5]=[CH:4][CH:3]=1.C(N(CC)CC)C.[C:44](OC(=O)C)(=[O:46])[CH3:45]. The catalyst is CN(C=O)C. The product is [C:44]([N:34]1[CH2:35][CH2:36][N:29]2[CH:30]([CH2:31][O:32][CH:27]([C:19]3[N:20]4[C:25]([C:24]([NH2:26])=[N:23][CH:22]=[N:21]4)=[C:17]([C:12]4[CH:13]=[CH:14][C:15]5[C:10]([CH:11]=4)=[N:9][N:8]([CH2:1][C:2]4[CH:7]=[CH:6][CH:5]=[CH:4][CH:3]=4)[CH:16]=5)[CH:18]=3)[CH2:28]2)[CH2:33]1)(=[O:46])[CH3:45]. The yield is 0.350. (6) The reactants are [CH3:1][C:2]1[CH:8]=[C:7]([CH3:9])[CH:6]=[CH:5][C:3]=1[NH2:4].[N+:10]([O-])([OH:12])=[O:11].[OH-].[Na+]. The catalyst is S(=O)(=O)(O)O. The product is [CH3:1][C:2]1[CH:8]=[C:7]([CH3:9])[CH:6]=[CH:5][C:3]=1[NH:4][N+:10]([O-:12])=[O:11]. The yield is 0.950. (7) The reactants are [CH:1]([S:4][C:5]1[CH:15]=[CH:14][C:8]([C:9]([O:11][CH2:12][CH3:13])=[O:10])=[CH:7][CH:6]=1)([CH3:3])[CH3:2].OO.C([O-])([O-])=[O:19].[Na+].[Na+]. The catalyst is CC(O)=O. The product is [CH:1]([S:4]([C:5]1[CH:15]=[CH:14][C:8]([C:9]([O:11][CH2:12][CH3:13])=[O:10])=[CH:7][CH:6]=1)=[O:19])([CH3:2])[CH3:3]. The yield is 0.650. (8) The reactants are [ClH:1].[Cl:2][C:3]1[S:7][C:6]([C@H:8]([C:21]([N:23]2[CH2:28][CH2:27][N:26]([C:29]3[C:30]4[C@H:37]([CH3:38])[CH2:36][C@@H:35]([OH:39])[C:31]=4[N:32]=[CH:33][N:34]=3)[CH2:25][CH2:24]2)=[O:22])[CH2:9][N:10]([CH:18]([CH3:20])[CH3:19])C(=O)OC(C)(C)C)=[CH:5][CH:4]=1. The catalyst is O1CCOCC1.C(Cl)Cl. The product is [ClH:2].[ClH:1].[Cl:2][C:3]1[S:7][C:6]([C@@H:8]([CH2:9][NH:10][CH:18]([CH3:20])[CH3:19])[C:21]([N:23]2[CH2:24][CH2:25][N:26]([C:29]3[C:30]4[C@H:37]([CH3:38])[CH2:36][C@@H:35]([OH:39])[C:31]=4[N:32]=[CH:33][N:34]=3)[CH2:27][CH2:28]2)=[O:22])=[CH:5][CH:4]=1. The yield is 0.999.